From a dataset of Forward reaction prediction with 1.9M reactions from USPTO patents (1976-2016). Predict the product of the given reaction. The product is: [ClH:31].[C:2]1([C:7]2[C:17]3[O:16][CH2:15][CH2:14][NH:13][CH2:12][C:11]=3[CH:10]=[CH:9][CH:8]=2)[CH2:6][CH2:5][CH2:4][CH:3]=1. Given the reactants O[C:2]1([C:7]2[C:17]3[O:16][CH2:15][CH2:14][N:13](C(OC(C)(C)C)=O)[CH2:12][C:11]=3[CH:10]=[CH:9][CH:8]=2)[CH2:6][CH2:5][CH2:4][CH2:3]1.C(OCC)(=O)C.[ClH:31], predict the reaction product.